This data is from Forward reaction prediction with 1.9M reactions from USPTO patents (1976-2016). The task is: Predict the product of the given reaction. (1) The product is: [Br:26][C:11]1[CH:10]=[C:9]2[C:14](=[N:13][C:12]=1[N:15]1[CH2:19][CH2:18][CH2:17][CH2:16]1)[N:5]([C:1]([CH3:4])([CH3:3])[CH3:2])[CH:6]=[C:7]([C:21]([O:23][CH2:24][CH3:25])=[O:22])[C:8]2=[O:20]. Given the reactants [C:1]([N:5]1[C:14]2[C:9](=[CH:10][CH:11]=[C:12]([N:15]3[CH2:19][CH2:18][CH2:17][CH2:16]3)[N:13]=2)[C:8](=[O:20])[C:7]([C:21]([O:23][CH2:24][CH3:25])=[O:22])=[CH:6]1)([CH3:4])([CH3:3])[CH3:2].[Br:26]N1C(C)(C)C(=O)N(Br)C1=O.S(=O)(O)[O-].[Na+], predict the reaction product. (2) Given the reactants [Br:1][C:2]1[CH:6]=[N:5][N:4]([CH:7]([CH3:9])[CH3:8])[C:3]=1[C:10]1[CH:11]=[C:12]([NH2:18])[CH:13]=[CH:14][C:15]=1[O:16][CH3:17].[F:19][C:20]1[CH:21]=[C:22]([N:27]=[C:28]=[O:29])[CH:23]=[CH:24][C:25]=1[F:26], predict the reaction product. The product is: [Br:1][C:2]1[CH:6]=[N:5][N:4]([CH:7]([CH3:9])[CH3:8])[C:3]=1[C:10]1[CH:11]=[C:12]([NH:18][C:28]([NH:27][C:22]2[CH:23]=[CH:24][C:25]([F:26])=[C:20]([F:19])[CH:21]=2)=[O:29])[CH:13]=[CH:14][C:15]=1[O:16][CH3:17]. (3) Given the reactants [Cl:1][C:2]1[CH:7]=[CH:6][N:5]=[C:4]([C:8](Cl)=[O:9])[CH:3]=1.[CH2:11]([N:13](CC)[CH2:14]C)C.CNC, predict the reaction product. The product is: [CH3:11][N:13]([CH3:14])[C:8]([C:4]1[CH:3]=[C:2]([Cl:1])[CH:7]=[CH:6][N:5]=1)=[O:9]. (4) The product is: [OH:11][C@H:2]([C:6]([CH3:9])([CH3:8])[CH3:7])[C:3]([OH:5])=[O:4]. Given the reactants N[C@H:2]([C:6]([CH3:9])([CH3:8])[CH3:7])[C:3]([OH:5])=[O:4].N([O-])=[O:11].[Na+].[Cl-].[Na+], predict the reaction product. (5) Given the reactants [Br:1][C:2]1[CH:7]=[CH:6][C:5]([CH2:8][C:9]([OH:11])=[O:10])=[CH:4][CH:3]=1.S(Cl)(Cl)=O.[CH3:16]O, predict the reaction product. The product is: [CH3:16][O:10][C:9](=[O:11])[CH2:8][C:5]1[CH:4]=[CH:3][C:2]([Br:1])=[CH:7][CH:6]=1. (6) Given the reactants FC(F)(F)S(O[C:7]1[CH:16]=[CH:15][C:10]([C:11]([O:13][CH3:14])=[O:12])=[CH:9][C:8]=1[C:17]([O:19][CH3:20])=[O:18])(=O)=O.[F:23][C:24]1[C:25](B(O)O)=[CH:26][C:27]([O:30][CH3:31])=[N:28][CH:29]=1.C(=O)([O-])[O-].[K+].[K+], predict the reaction product. The product is: [F:23][C:24]1[C:25]([C:7]2[CH:16]=[CH:15][C:10]([C:11]([O:13][CH3:14])=[O:12])=[CH:9][C:8]=2[C:17]([O:19][CH3:20])=[O:18])=[CH:26][C:27]([O:30][CH3:31])=[N:28][CH:29]=1. (7) Given the reactants FC(F)(F)C([N:5]([CH2:15][CH:16]1[O:21][CH2:20][CH2:19][NH:18][CH2:17]1)[C@@H:6]1[CH2:8][C@H:7]1[C:9]1[CH:14]=[CH:13][CH:12]=[CH:11][CH:10]=1)=O.[CH:24]([C:26]1[CH:35]=[CH:34][C:29]([C:30]([O:32]C)=[O:31])=[CH:28][CH:27]=1)=O.C(O[BH-](OC(=O)C)OC(=O)C)(=O)C.[Na+].[OH-].[Na+], predict the reaction product. The product is: [C:9]1([C@@H:7]2[CH2:8][C@H:6]2[NH:5][CH2:15][CH:16]2[CH2:17][N:18]([CH2:24][C:26]3[CH:35]=[CH:34][C:29]([C:30]([OH:32])=[O:31])=[CH:28][CH:27]=3)[CH2:19][CH2:20][O:21]2)[CH:10]=[CH:11][CH:12]=[CH:13][CH:14]=1. (8) Given the reactants [CH3:1][C:2]1([CH3:11])[C:6]2[S:7][CH:8]=[CH:9][C:5]=2[C:4](=O)[O:3]1.[NH3:12], predict the reaction product. The product is: [CH3:1][C:2]1([CH3:11])[C:6]2[S:7][CH:8]=[CH:9][C:5]=2[C:4](=[O:3])[NH:12]1. (9) Given the reactants Cl.[Cl:2][C:3]1[CH:4]=[C:5]([CH:24]=[CH:25][C:26]=1[O:27][CH3:28])[CH2:6][N:7]1[C:15]2[C:10](=[CH:11][CH:12]=[C:13]([C:16]#[N:17])[CH:14]=2)[C:9]([CH:18]2[CH2:23][CH2:22][NH:21][CH2:20][CH2:19]2)=[CH:8]1.C(N(CC)CC)C.[C:36](OC(=O)C)(=[O:38])[CH3:37].C(Cl)Cl, predict the reaction product. The product is: [C:36]([N:21]1[CH2:20][CH2:19][CH:18]([C:9]2[C:10]3[C:15](=[CH:14][C:13]([C:16]#[N:17])=[CH:12][CH:11]=3)[N:7]([CH2:6][C:5]3[CH:24]=[CH:25][C:26]([O:27][CH3:28])=[C:3]([Cl:2])[CH:4]=3)[CH:8]=2)[CH2:23][CH2:22]1)(=[O:38])[CH3:37]. (10) Given the reactants Br.Br.[C:3]1([CH3:21])[CH:8]=[CH:7][C:6]([S:9]([N:12]2[CH2:20][CH2:19][NH:18][CH2:17][CH2:16][NH:15][CH2:14][CH2:13]2)(=[O:11])=[O:10])=[CH:5][CH:4]=1.[H-].[Na+].[C:24](Cl)([C:37]1[CH:42]=[CH:41][CH:40]=[CH:39][CH:38]=1)([C:31]1[CH:36]=[CH:35][CH:34]=[CH:33][CH:32]=1)[C:25]1[CH:30]=[CH:29][CH:28]=[CH:27][CH:26]=1, predict the reaction product. The product is: [C:3]1([CH3:21])[CH:4]=[CH:5][C:6]([S:9]([N:12]2[CH2:13][CH2:14][NH:15][CH2:16][CH2:17][N:18]([C:24]([C:25]3[CH:30]=[CH:29][CH:28]=[CH:27][CH:26]=3)([C:37]3[CH:38]=[CH:39][CH:40]=[CH:41][CH:42]=3)[C:31]3[CH:32]=[CH:33][CH:34]=[CH:35][CH:36]=3)[CH2:19][CH2:20]2)(=[O:10])=[O:11])=[CH:7][CH:8]=1.